Predict the product of the given reaction. From a dataset of Forward reaction prediction with 1.9M reactions from USPTO patents (1976-2016). The product is: [F:17][C:18]1[CH:23]=[CH:22][CH:21]=[C:20]([F:24])[C:19]=1[S:25]([O:9][C:4]1[CH:5]=[CH:6][C:7]([NH2:8])=[C:2]([NH2:1])[CH:3]=1)(=[O:27])=[O:26]. Given the reactants [NH2:1][C:2]1[CH:3]=[C:4]([OH:9])[CH:5]=[CH:6][C:7]=1[NH2:8].C(N(CC)CC)C.[F:17][C:18]1[CH:23]=[CH:22][CH:21]=[C:20]([F:24])[C:19]=1[S:25](Cl)(=[O:27])=[O:26], predict the reaction product.